Predict the product of the given reaction. From a dataset of Forward reaction prediction with 1.9M reactions from USPTO patents (1976-2016). (1) Given the reactants [F:1][C:2]1[CH:18]=[CH:17][C:5]([CH2:6][N:7]2[CH2:12][C:11]([CH3:14])([CH3:13])[O:10][CH:9](O)[C:8]2=[O:16])=[CH:4][CH:3]=1.S(Cl)(Cl)=O.C1(P(C2C=CC=CC=2)C2C=CC=CC=2)C=CC=CC=1.[F:42][C:43]1[CH:44]=[C:45]([CH:48]=[CH:49][C:50]=1[N:51]1[CH:55]=[C:54]([CH3:56])[N:53]=[CH:52]1)[CH:46]=O, predict the reaction product. The product is: [F:1][C:2]1[CH:18]=[CH:17][C:5]([CH2:6][N:7]2[CH2:12][C:11]([CH3:14])([CH3:13])[O:10]/[C:9](=[CH:46]\[C:45]3[CH:48]=[CH:49][C:50]([N:51]4[CH:55]=[C:54]([CH3:56])[N:53]=[CH:52]4)=[C:43]([F:42])[CH:44]=3)/[C:8]2=[O:16])=[CH:4][CH:3]=1. (2) Given the reactants [OH:1][C@H:2]1[C@H:7]2[CH2:8][C@H:4]([C@@H:5]([C:9]([O:11][CH2:12][CH3:13])=[O:10])[NH:6]2)[CH2:3]1.[C:14](O[C:14]([O:16][C:17]([CH3:20])([CH3:19])[CH3:18])=[O:15])([O:16][C:17]([CH3:20])([CH3:19])[CH3:18])=[O:15], predict the reaction product. The product is: [OH:1][C@H:2]1[C@H:7]2[CH2:8][C@H:4]([C@@H:5]([C:9]([O:11][CH2:12][CH3:13])=[O:10])[N:6]2[C:14]([O:16][C:17]([CH3:20])([CH3:19])[CH3:18])=[O:15])[CH2:3]1. (3) Given the reactants [F:1][C:2]1[CH:3]=[C:4]([N:12]2[C:16]([C:17]3[CH:22]=[CH:21][C:20]([C:23]4[O:24][CH:25]=[CH:26][CH:27]=4)=[CH:19][CH:18]=3)=[CH:15][C:14]([C:28](O)=[O:29])=[N:13]2)[CH:5]=[CH:6][C:7]=1[S:8]([CH3:11])(=[O:10])=[O:9].O.C(OCC)(=O)C, predict the reaction product. The product is: [F:1][C:2]1[CH:3]=[C:4]([N:12]2[C:16]([C:17]3[CH:18]=[CH:19][C:20]([C:23]4[O:24][CH:25]=[CH:26][CH:27]=4)=[CH:21][CH:22]=3)=[CH:15][C:14]([CH2:28][OH:29])=[N:13]2)[CH:5]=[CH:6][C:7]=1[S:8]([CH3:11])(=[O:9])=[O:10].